This data is from Full USPTO retrosynthesis dataset with 1.9M reactions from patents (1976-2016). The task is: Predict the reactants needed to synthesize the given product. (1) Given the product [Cl:26][C:27]1[CH:32]=[C:31]([N:11]2[CH2:12][CH2:13][O:14][CH:9]([C:7]3[NH:6][C:5]4[CH:15]=[CH:16][C:2]([Cl:1])=[CH:3][C:4]=4[N:8]=3)[CH2:10]2)[N:30]=[C:29]([NH2:34])[N:28]=1, predict the reactants needed to synthesize it. The reactants are: [Cl:1][C:2]1[CH:16]=[CH:15][C:5]2[NH:6][C:7]([CH:9]3[O:14][CH2:13][CH2:12][NH:11][CH2:10]3)=[N:8][C:4]=2[CH:3]=1.CCN(C(C)C)C(C)C.[Cl:26][C:27]1[CH:32]=[C:31](Cl)[N:30]=[C:29]([NH2:34])[N:28]=1. (2) Given the product [I:14][C:4]1[C:5]([C:8]2[CH:9]=[CH:10][CH:11]=[CH:12][CH:13]=2)=[N:6][NH:7][C:3]=1[S:2][CH3:1], predict the reactants needed to synthesize it. The reactants are: [CH3:1][S:2][C:3]1[NH:7][N:6]=[C:5]([C:8]2[CH:13]=[CH:12][CH:11]=[CH:10][CH:9]=2)[CH:4]=1.[I-:14].[Na+].II.C([O-])([O-])=O.[K+].[K+]. (3) Given the product [CH2:1]([N:4]1[C:8](=[O:9])[C:7](=[CH:11][C:12]2[CH:17]=[CH:16][CH:15]=[CH:14][CH:13]=2)[NH:6][C:5]1=[S:10])[CH:2]=[CH2:3], predict the reactants needed to synthesize it. The reactants are: [CH2:1]([N:4]1[C:8](=[O:9])[CH2:7][NH:6][C:5]1=[S:10])[CH:2]=[CH2:3].[CH:11](=O)[C:12]1[CH:17]=[CH:16][CH:15]=[CH:14][CH:13]=1.C(N(CC)CC)C.Cl. (4) Given the product [C:1]([C:3]1[C:4]([F:25])=[C:5]([CH2:9][C:10]2[N:11]=[C:12]3[S:19][CH:18]=[C:17]([C:20]([NH:22][CH2:23][CH3:24])=[O:21])[N:13]3[C:14](=[O:16])[C:15]=2[F:27])[CH:6]=[CH:7][CH:8]=1)#[N:2], predict the reactants needed to synthesize it. The reactants are: [C:1]([C:3]1[C:4]([F:25])=[C:5]([CH2:9][C:10]2[N:11]=[C:12]3[S:19][CH:18]=[C:17]([C:20]([NH:22][CH2:23][CH3:24])=[O:21])[N:13]3[C:14](=[O:16])[CH:15]=2)[CH:6]=[CH:7][CH:8]=1)#[N:2].[B-](F)(F)(F)[F:27].[B-](F)(F)(F)F.C1[N+]2(CCl)CC[N+](F)(CC2)C1.